Regression. Given two drug SMILES strings and cell line genomic features, predict the synergy score measuring deviation from expected non-interaction effect. From a dataset of NCI-60 drug combinations with 297,098 pairs across 59 cell lines. (1) Drug 1: N.N.Cl[Pt+2]Cl. Drug 2: CC1C(C(CC(O1)OC2CC(CC3=C2C(=C4C(=C3O)C(=O)C5=CC=CC=C5C4=O)O)(C(=O)C)O)N)O. Cell line: SW-620. Synergy scores: CSS=37.0, Synergy_ZIP=-0.757, Synergy_Bliss=-3.11, Synergy_Loewe=-42.1, Synergy_HSA=-2.53. (2) Drug 1: CC12CCC(CC1=CCC3C2CCC4(C3CC=C4C5=CN=CC=C5)C)O. Drug 2: C1C(C(OC1N2C=C(C(=O)NC2=O)F)CO)O. Cell line: RPMI-8226. Synergy scores: CSS=50.4, Synergy_ZIP=-8.33, Synergy_Bliss=-12.8, Synergy_Loewe=-9.46, Synergy_HSA=-8.29. (3) Drug 1: CC1=C(C=C(C=C1)NC2=NC=CC(=N2)N(C)C3=CC4=NN(C(=C4C=C3)C)C)S(=O)(=O)N.Cl. Drug 2: CC12CCC3C(C1CCC2OP(=O)(O)O)CCC4=C3C=CC(=C4)OC(=O)N(CCCl)CCCl.[Na+]. Cell line: PC-3. Synergy scores: CSS=-4.88, Synergy_ZIP=-0.713, Synergy_Bliss=-1.74, Synergy_Loewe=-1.79, Synergy_HSA=-1.79. (4) Drug 1: CC1C(C(CC(O1)OC2CC(OC(C2O)C)OC3=CC4=CC5=C(C(=O)C(C(C5)C(C(=O)C(C(C)O)O)OC)OC6CC(C(C(O6)C)O)OC7CC(C(C(O7)C)O)OC8CC(C(C(O8)C)O)(C)O)C(=C4C(=C3C)O)O)O)O. Drug 2: CC1=C(C=C(C=C1)C(=O)NC2=CC(=CC(=C2)C(F)(F)F)N3C=C(N=C3)C)NC4=NC=CC(=N4)C5=CN=CC=C5. Cell line: DU-145. Synergy scores: CSS=49.5, Synergy_ZIP=-1.05, Synergy_Bliss=-1.12, Synergy_Loewe=-17.3, Synergy_HSA=0.132. (5) Drug 1: CN(C)C1=NC(=NC(=N1)N(C)C)N(C)C. Drug 2: CC1=CC=C(C=C1)C2=CC(=NN2C3=CC=C(C=C3)S(=O)(=O)N)C(F)(F)F. Cell line: M14. Synergy scores: CSS=-9.49, Synergy_ZIP=2.25, Synergy_Bliss=-4.20, Synergy_Loewe=-6.65, Synergy_HSA=-7.72. (6) Drug 1: C1=C(C(=O)NC(=O)N1)F. Drug 2: CC1=C(C(=O)C2=C(C1=O)N3CC4C(C3(C2COC(=O)N)OC)N4)N. Cell line: NCI/ADR-RES. Synergy scores: CSS=26.4, Synergy_ZIP=-11.8, Synergy_Bliss=-7.66, Synergy_Loewe=-6.97, Synergy_HSA=-6.81. (7) Drug 1: CCCCC(=O)OCC(=O)C1(CC(C2=C(C1)C(=C3C(=C2O)C(=O)C4=C(C3=O)C=CC=C4OC)O)OC5CC(C(C(O5)C)O)NC(=O)C(F)(F)F)O. Drug 2: C1=NC2=C(N1)C(=S)N=CN2. Cell line: SK-MEL-2. Synergy scores: CSS=60.7, Synergy_ZIP=2.94, Synergy_Bliss=3.42, Synergy_Loewe=-14.0, Synergy_HSA=0.00652.